This data is from Full USPTO retrosynthesis dataset with 1.9M reactions from patents (1976-2016). The task is: Predict the reactants needed to synthesize the given product. (1) Given the product [CH3:22][O:23][CH2:24][CH2:25][NH:26][C:27]([C:2]1[N:3]=[N:4][C:5]([O:8][CH2:9][C:10]2[C:11]([C:16]3[CH:21]=[CH:20][CH:19]=[CH:18][CH:17]=3)=[N:12][O:13][C:14]=2[CH3:15])=[CH:6][CH:7]=1)=[O:28], predict the reactants needed to synthesize it. The reactants are: Cl[C:2]1[N:3]=[N:4][C:5]([O:8][CH2:9][C:10]2[C:11]([C:16]3[CH:21]=[CH:20][CH:19]=[CH:18][CH:17]=3)=[N:12][O:13][C:14]=2[CH3:15])=[CH:6][CH:7]=1.[CH3:22][O:23][CH2:24][CH2:25][NH2:26].[C:27](=O)([O-])[O-:28].[Na+].[Na+]. (2) Given the product [OH:16][CH2:15][C@H:10]1[C@H:9]([NH:8][C:6](=[O:7])[O:5][C:1]([CH3:3])([CH3:2])[CH3:4])[CH2:14][CH2:13][O:12][CH2:11]1, predict the reactants needed to synthesize it. The reactants are: [C:1]([O:5][C:6]([NH:8][C@@H:9]1[CH2:14][CH2:13][O:12][CH2:11][C@H:10]1[C:15](OCC)=[O:16])=[O:7])([CH3:4])([CH3:3])[CH3:2].[H-].[H-].[H-].[H-].[Li+].[Al+3].[OH-].[Na+].